This data is from Experimentally validated miRNA-target interactions with 360,000+ pairs, plus equal number of negative samples. The task is: Binary Classification. Given a miRNA mature sequence and a target amino acid sequence, predict their likelihood of interaction. (1) The miRNA is hsa-miR-3183 with sequence GCCUCUCUCGGAGUCGCUCGGA. The protein sequence of the target gene is MSSTPHDPFYSSPFGPFYRRHTPYMVQPEYRIYEMNKRLQSRTEDSDNLWWDAFATEFFEDDATLTLSFCLEDGPKRYTIGRTLIPRYFSTVFEGGVTDLYYILKHSKESYHNSSITVDCDQCTMVTQHGKPMFTKVCTEGRLILEFTFDDLMRIKTWHFTIRQYRELVPRSILAMHAQDPQVLDQLSKNITRMGLTNFTLNYLRLCVILEPMQELMSRHKTYNLSPRDCLKTCLFQKWQRMVAPPAEPTRQPTTKRRKRKNSTSSTSNSSAGNNANSTGSKKKTTAANLSLSSQVPDVM.... Result: 0 (no interaction). (2) The miRNA is hsa-miR-4646-5p with sequence ACUGGGAAGAGGAGCUGAGGGA. Result: 1 (interaction). The protein sequence of the target gene is MAKHHPDLIFCRKQAGVAIGRLCEKCDGKCVICDSYVRPCTLVRICDECNYGSYQGRCVICGGPGVSDAYYCKECTIQEKDRDGCPKIVNLGSSKTDLFYERKKYGFKKR. (3) The miRNA is mmu-miR-149-5p with sequence UCUGGCUCCGUGUCUUCACUCCC. The protein sequence of the target gene is MATGTPDSQARFGQSVKGLLTEKVNTCGTDVIALTKQVLKGSRSSELLGQAARNMVLQEDAILHSEDSLRKMAIITTHLQYQQEAIQKNVEQSPDLQDQLSHLLK. Result: 1 (interaction). (4) The miRNA is ath-miR400 with sequence UAUGAGAGUAUUAUAAGUCAC. The protein sequence of the target gene is MPRKKPFSVKQKKKQLQDKRERKRGLQDGLRSSSNSRSGSRERREEQTDTSDGESVTHHIRRLNQQPSQGLGPRGYDPNRYRLHFERDSREEVERRKRAAREQVLQPVSAEVLELDIREVYQPGSVLDFPRRPPWSYEMSKEQLMSQEERSFQEYLGKIHGAYTSEKLSYFEHNLETWRQLWRVLEMSDIVLLITDIRHPVVNFPPALYEYVTGELGLALVLVLNKVDLAPPALVVAWKHYFHQCYPQLHIVLFTSFPRDTRTPQEPGGVLKKNRRRGKGWTRALGPEQLLRACEAITVG.... Result: 0 (no interaction). (5) The miRNA is hsa-miR-4536-3p with sequence UCGUGCAUAUAUCUACCACAU. The protein sequence of the target gene is MDYDFKAKLAAERERVEDLFEYEGCKVGRGTYGHVYKARRKDGKDEKEYALKQIEGTGISMSACREIALLRELKHPNVIALQKVFLSHSDRKVWLLFDYAEHDLWHIIKFHRASKANKKPMQLPRSMVKSLLYQILDGIHYLHANWVLHRDLKPANILVMGEGPERGRVKIADMGFARLFNSPLKPLADLDPVVVTFWYRAPELLLGARHYTKAIDIWAIGCIFAELLTSEPIFHCRQEDIKTSNPFHHDQLDRIFSVMGFPADKDWEDIRKMPEYPTLQKDFRRTTYANSSLIKYMEKH.... Result: 0 (no interaction).